Predict the reactants needed to synthesize the given product. From a dataset of Full USPTO retrosynthesis dataset with 1.9M reactions from patents (1976-2016). (1) Given the product [N:30]1([C:10]2[C:11]3[N:16]=[N:15][N:14]([CH:17]4[CH2:22][CH2:21][NH:20][CH2:19][CH2:18]4)[C:12]=3[N:13]=[C:8]([C:4]3[CH:3]=[C:2]([OH:1])[CH:7]=[CH:6][CH:5]=3)[N:9]=2)[CH2:35][CH2:34][O:33][CH2:32][CH2:31]1, predict the reactants needed to synthesize it. The reactants are: [OH:1][C:2]1[CH:3]=[C:4]([C:8]2[N:9]=[C:10]([N:30]3[CH2:35][CH2:34][O:33][CH2:32][CH2:31]3)[C:11]3[N:16]=[N:15][N:14]([CH:17]4[CH2:22][CH2:21][N:20](C(OC(C)(C)C)=O)[CH2:19][CH2:18]4)[C:12]=3[N:13]=2)[CH:5]=[CH:6][CH:7]=1. (2) The reactants are: [CH3:1][N:2]([CH2:4][C:5]1[CH:14]=[CH:13][C:8]([C:9]([O:11]C)=[O:10])=[CH:7][N:6]=1)[CH3:3].[ClH:15]. Given the product [ClH:15].[CH3:3][N:2]([CH2:4][C:5]1[CH:14]=[CH:13][C:8]([C:9]([OH:11])=[O:10])=[CH:7][N:6]=1)[CH3:1], predict the reactants needed to synthesize it. (3) Given the product [Cl:17][C:18]1[CH:33]=[CH:32][C:21]([O:22][C:23]2[CH:28]=[CH:27][C:26]([CH2:29][CH2:30][NH:31][C:4]3[C:5](=[O:16])[C:6](=[O:15])[C:7]=3[NH:8][C:9]3[CH:10]=[CH:11][N:12]=[CH:13][CH:14]=3)=[CH:25][CH:24]=2)=[CH:20][CH:19]=1, predict the reactants needed to synthesize it. The reactants are: C(O[C:4]1[C:5](=[O:16])[C:6](=[O:15])[C:7]=1[NH:8][C:9]1[CH:14]=[CH:13][N:12]=[CH:11][CH:10]=1)C.[Cl:17][C:18]1[CH:33]=[CH:32][C:21]([O:22][C:23]2[CH:28]=[CH:27][C:26]([CH2:29][CH2:30][NH2:31])=[CH:25][CH:24]=2)=[CH:20][CH:19]=1.